Dataset: Reaction yield outcomes from USPTO patents with 853,638 reactions. Task: Predict the reaction yield, written as a fraction of the theoretical maximum amount of product (1.0 means a 100% yield; for example, 0.34 means a 34% yield). The reactants are Br[C:2]1[CH:7]=[CH:6][C:5]([C:8]2[O:9][CH:10]=[CH:11][N:12]=2)=[CH:4][CH:3]=1.[NH:13]1[CH2:18][CH2:17][CH2:16][CH:15]([OH:19])[CH2:14]1. No catalyst specified. The product is [O:9]1[CH:10]=[CH:11][N:12]=[C:8]1[C:5]1[CH:6]=[CH:7][C:2]([N:13]2[CH2:18][CH2:17][CH2:16][CH:15]([OH:19])[CH2:14]2)=[CH:3][CH:4]=1. The yield is 0.450.